From a dataset of Reaction yield outcomes from USPTO patents with 853,638 reactions. Predict the reaction yield, written as a fraction of the theoretical maximum amount of product (1.0 means a 100% yield; for example, 0.34 means a 34% yield). (1) The reactants are [NH2:1][C:2]1[CH:3]=[C:4]([OH:8])[CH:5]=[CH:6][CH:7]=1.C(=O)([O-])[O-].[Cs+].[Cs+].Cl[C:16]1[C:25]2[C:20](=[CH:21][C:22]([O:28][CH2:29][CH2:30][N:31]3[CH2:36][CH2:35][O:34][CH2:33][CH2:32]3)=[C:23]([O:26][CH3:27])[CH:24]=2)[N:19]=[CH:18][N:17]=1. The catalyst is C(O)(C)C. The product is [CH3:27][O:26][C:23]1[CH:24]=[C:25]2[C:20](=[CH:21][C:22]=1[O:28][CH2:29][CH2:30][N:31]1[CH2:36][CH2:35][O:34][CH2:33][CH2:32]1)[N:19]=[CH:18][N:17]=[C:16]2[O:8][C:4]1[CH:3]=[C:2]([CH:7]=[CH:6][CH:5]=1)[NH2:1]. The yield is 0.220. (2) The reactants are Cl[C:2]1[S:3][C:4]2[C:10]([O:11][CH3:12])=[CH:9][CH:8]=[C:7]([C:13]3[CH:18]=[CH:17][CH:16]=[CH:15][CH:14]=3)[C:5]=2[N:6]=1.Cl.Cl.[CH3:21][C:22]1[N:27]=[CH:26][N:25]=[C:24]([N:28]2[CH2:33][CH2:32][CH:31]([NH2:34])[CH2:30][CH2:29]2)[CH:23]=1.CCN(C(C)C)C(C)C.CN1CCCC1=O. The catalyst is O1CCOCC1.O. The product is [CH3:12][O:11][C:10]1[C:4]2[S:3][C:2]([NH:34][CH:31]3[CH2:32][CH2:33][N:28]([C:24]4[CH:23]=[C:22]([CH3:21])[N:27]=[CH:26][N:25]=4)[CH2:29][CH2:30]3)=[N:6][C:5]=2[C:7]([C:13]2[CH:18]=[CH:17][CH:16]=[CH:15][CH:14]=2)=[CH:8][CH:9]=1. The yield is 0.250. (3) The reactants are [Cl:1][C:2]1[CH:7]=[CH:6][C:5]([Mg]Br)=[CH:4][C:3]=1[F:10].CON(C)[C:14]([C@H:16]1[CH2:20][CH2:19][CH2:18][N:17]1[C:21]([O:23][C:24]([CH3:27])([CH3:26])[CH3:25])=[O:22])=[O:15]. The catalyst is C1COCC1. The product is [Cl:1][C:2]1[CH:7]=[CH:6][C:5]([C:14]([C@H:16]2[CH2:20][CH2:19][CH2:18][N:17]2[C:21]([O:23][C:24]([CH3:27])([CH3:26])[CH3:25])=[O:22])=[O:15])=[CH:4][C:3]=1[F:10]. The yield is 0.610. (4) The reactants are [Cl:1][C:2]1[CH:16]=[CH:15][CH:14]=[CH:13][C:3]=1[CH:4]([OH:12])[C:5]1[CH:10]=[CH:9][C:8]([Cl:11])=[CH:7][CH:6]=1.C1(C)C=CC(S(O)(=O)=O)=CC=1.[CH:28]([N:41]1[CH2:44][CH:43](O)[CH2:42]1)([C:35]1[CH:40]=[CH:39][CH:38]=[CH:37][CH:36]=1)[C:29]1[CH:34]=[CH:33][CH:32]=[CH:31][CH:30]=1. The catalyst is C1(C)C=CC=CC=1. The product is [CH:28]([N:41]1[CH2:44][CH:43]([O:12][CH:4]([C:5]2[CH:6]=[CH:7][C:8]([Cl:11])=[CH:9][CH:10]=2)[C:3]2[CH:13]=[CH:14][CH:15]=[CH:16][C:2]=2[Cl:1])[CH2:42]1)([C:35]1[CH:36]=[CH:37][CH:38]=[CH:39][CH:40]=1)[C:29]1[CH:30]=[CH:31][CH:32]=[CH:33][CH:34]=1. The yield is 0.380. (5) The reactants are [CH3:1][C:2]1([CH3:10])[CH2:8][C:7](=O)[O:6][C:4](=[O:5])[CH2:3]1.[H-].[Al+3].[Li+].[H-].[H-].[H-].O.[OH-].[Na+]. The catalyst is C1COCC1. The product is [CH3:1][C:2]([CH3:10])([CH2:8][CH2:7][OH:6])[CH2:3][CH2:4][OH:5]. The yield is 1.00.